Predict the reactants needed to synthesize the given product. From a dataset of Full USPTO retrosynthesis dataset with 1.9M reactions from patents (1976-2016). (1) Given the product [O:18]1[C:19]2[CH:25]=[CH:24][CH:23]=[CH:22][C:20]=2[N:21]=[C:17]1[C:14]1[CH:15]=[CH:16][C:10]2[N:9]([C:4]3[CH:5]=[CH:6][CH:7]=[CH:8][C:3]=3[O:2][CH3:1])[C:26]([CH3:27])=[N:12][C:11]=2[CH:13]=1, predict the reactants needed to synthesize it. The reactants are: [CH3:1][O:2][C:3]1[CH:8]=[CH:7][CH:6]=[CH:5][C:4]=1[NH:9][C:10]1[CH:16]=[CH:15][C:14]([C:17]2[O:18][C:19]3[CH:25]=[CH:24][CH:23]=[CH:22][C:20]=3[N:21]=2)=[CH:13][C:11]=1[NH2:12].[CH:26](=O)[CH3:27].OOS([O-])=O.[K+].C(=O)([O-])[O-].[K+].[K+]. (2) Given the product [CH2:1]([O:3][CH2:4][CH2:5][O:6][C:7]1[CH:8]=[CH:9][C:10]([OH:11])=[CH:19][CH:20]=1)[CH3:2], predict the reactants needed to synthesize it. The reactants are: [CH2:1]([O:3][CH2:4][CH2:5][O:6][C:7]1[CH:20]=[CH:19][C:10]([O:11]CC2C=CC=CC=2)=[CH:9][CH:8]=1)[CH3:2]. (3) Given the product [Br:1][C:2]1[CH:7]=[CH:6][C:5]([CH:8]2[C:22]3[C:23](=[O:25])[CH2:24][CH:19]([C:13]4[CH:14]=[CH:15][CH:16]=[CH:17][CH:18]=4)[CH2:20][C:21]=3[N:26]([C:27]3[CH:32]=[CH:31][CH:30]=[C:29]([C:33]([F:34])([F:35])[F:36])[CH:28]=3)[C:10](=[O:11])[NH:9]2)=[CH:4][CH:3]=1, predict the reactants needed to synthesize it. The reactants are: [Br:1][C:2]1[CH:7]=[CH:6][C:5]([CH:8](Cl)[N:9]=[C:10]=[O:11])=[CH:4][CH:3]=1.[C:13]1([CH:19]2[CH2:24][C:23](=[O:25])[CH:22]=[C:21]([NH:26][C:27]3[CH:32]=[CH:31][CH:30]=[C:29]([C:33]([F:36])([F:35])[F:34])[CH:28]=3)[CH2:20]2)[CH:18]=[CH:17][CH:16]=[CH:15][CH:14]=1. (4) Given the product [NH2:2][C:3]1[N:10]=[C:9]([C:11]2[C:12]([O:18][CH2:19][C:20]3[CH:21]=[CH:22][CH:23]=[CH:24][CH:25]=3)=[CH:13][CH:14]=[CH:15][C:16]=2[OH:17])[CH:8]=[C:7]2[C:4]=1[CH2:5][N:28]1[CH2:27][CH:26]2[CH2:31][CH2:30][CH2:29]1, predict the reactants needed to synthesize it. The reactants are: Cl.[NH2:2][C:3]1[N:10]=[C:9]([C:11]2[C:16]([OH:17])=[CH:15][CH:14]=[CH:13][C:12]=2[O:18][CH2:19][C:20]2[CH:25]=[CH:24][CH:23]=[CH:22][CH:21]=2)[CH:8]=[C:7]([CH:26]2[CH2:31][CH2:30][CH2:29][NH:28][CH2:27]2)[C:4]=1[CH:5]=O.[BH3-]C#N.[Na+]. (5) Given the product [CH3:16][O:15][C:6]1[CH:5]=[C:4]([CH2:17][CH2:18][O:19][CH2:20][O:21][CH3:22])[C:3]([O:2][CH3:1])=[CH:8][C:7]=1[CH2:9][CH:10]([NH2:12])[CH3:11], predict the reactants needed to synthesize it. The reactants are: [CH3:1][O:2][C:3]1[CH:8]=[C:7]([CH:9]=[C:10]([N+:12]([O-])=O)[CH3:11])[C:6]([O:15][CH3:16])=[CH:5][C:4]=1[CH2:17][CH2:18][O:19][CH2:20][O:21][CH3:22].[H-].[H-].[H-].[H-].[Li+].[Al+3].[Li].[H-].[OH-].[Na+]. (6) The reactants are: [NH2:1][C:2]1[O:3][CH2:4][C@@:5]2([N:26]=1)[C:18]1[CH:17]=[C:16]([OH:19])[CH:15]=[CH:14][C:13]=1[O:12][C:11]1[C:6]2=[CH:7][C:8]([C:20]2[CH:21]=[N:22][CH:23]=[N:24][CH:25]=2)=[CH:9][CH:10]=1.C(=O)([O-])[O-].[Cs+].[Cs+].[I-].[K+].CN(C=O)C.Cl[CH2:41][C:42](=[O:44])[CH3:43]. Given the product [NH2:1][C:2]1[O:3][CH2:4][C@:5]2([N:26]=1)[C:6]1[CH:7]=[C:8]([C:20]3[CH:21]=[N:22][CH:23]=[N:24][CH:25]=3)[CH:9]=[CH:10][C:11]=1[O:12][C:13]1[C:18]2=[CH:17][C:16]([O:19][CH2:41][C:42](=[O:44])[CH3:43])=[CH:15][CH:14]=1, predict the reactants needed to synthesize it. (7) Given the product [CH2:5]([O:7][C:8]([C:9]1[S:3][C:2]([NH2:4])=[N:1][C:10]=1[C:11]([F:12])([F:13])[F:14])=[O:17])[CH3:6], predict the reactants needed to synthesize it. The reactants are: [NH2:1][C:2]([NH2:4])=[S:3].[CH2:5]([O:7][C:8](=[O:17])[CH:9](Cl)[C:10](=O)[C:11]([F:14])([F:13])[F:12])[CH3:6].